From a dataset of Catalyst prediction with 721,799 reactions and 888 catalyst types from USPTO. Predict which catalyst facilitates the given reaction. (1) Reactant: [C:1]([O:5][C:6](=[O:31])[NH:7][CH:8]1[CH2:13][CH2:12][CH:11]([NH:14][C:15]2[C:16]3[N:17]([C:21]([C:24]4[CH:29]=[CH:28][CH:27]=[C:26](Br)[N:25]=4)=[CH:22][N:23]=3)[CH:18]=[CH:19][N:20]=2)[CH2:10][CH2:9]1)([CH3:4])([CH3:3])[CH3:2].[C:32]([O:36][C:37](=[O:49])[NH:38][CH2:39][CH2:40][CH:41]([NH2:48])[C:42]1[CH:47]=[CH:46][CH:45]=[CH:44][CH:43]=1)([CH3:35])([CH3:34])[CH3:33].CN(C1C(C2C(P(C3CCCCC3)C3CCCCC3)=CC=CC=2)=CC=CC=1)C.C([O-])([O-])=O.[K+].[K+]. Product: [C:1]([O:5][C:6](=[O:31])[NH:7][CH:8]1[CH2:13][CH2:12][CH:11]([NH:14][C:15]2[C:16]3[N:17]([C:21]([C:24]4[CH:29]=[CH:28][CH:27]=[C:26]([NH:48][CH:41]([C:42]5[CH:43]=[CH:44][CH:45]=[CH:46][CH:47]=5)[CH2:40][CH2:39][NH:38][C:37]([O:36][C:32]([CH3:35])([CH3:34])[CH3:33])=[O:49])[N:25]=4)=[CH:22][N:23]=3)[CH:18]=[CH:19][N:20]=2)[CH2:10][CH2:9]1)([CH3:4])([CH3:3])[CH3:2]. The catalyst class is: 62. (2) Reactant: [NH2:1][C:2]1[NH:11][C:10](=[O:12])[C:9]2[C:4](=[N:5][CH:6]=[C:7]([CH2:13][NH:14][C:15]3[CH:96]=[CH:95][C:18]([C:19]([NH:21][CH:22]([C:92]([OH:94])=[O:93])[CH2:23][CH2:24][C:25](=[O:91])[NH:26][CH2:27][CH2:28][CH2:29][O:30][CH2:31][CH2:32][O:33][CH2:34][CH2:35][O:36][CH2:37][CH2:38][CH2:39][NH:40][C:41]4[C:44](=[O:45])[C:43](=[O:46])[C:42]=4[NH:47][CH2:48][CH2:49][O:50][CH2:51][CH2:52][O:53][CH2:54][CH2:55][O:56][CH2:57][CH2:58][O:59][CH2:60][CH2:61][O:62][CH2:63][CH2:64][O:65][CH2:66][CH2:67][O:68][CH2:69][CH2:70][O:71][CH2:72][CH2:73][O:74][CH2:75][CH2:76][O:77][CH2:78][CH2:79][O:80][CH2:81][CH2:82][NH:83]C(=O)OC(C)(C)C)=[O:20])=[CH:17][CH:16]=3)[N:8]=2)[N:3]=1. Product: [NH2:1][C:2]1[NH:11][C:10](=[O:12])[C:9]2[C:4](=[N:5][CH:6]=[C:7]([CH2:13][NH:14][C:15]3[CH:16]=[CH:17][C:18]([C:19]([NH:21][CH:22]([C:92]([OH:94])=[O:93])[CH2:23][CH2:24][C:25](=[O:91])[NH:26][CH2:27][CH2:28][CH2:29][O:30][CH2:31][CH2:32][O:33][CH2:34][CH2:35][O:36][CH2:37][CH2:38][CH2:39][NH:40][C:41]4[C:44](=[O:45])[C:43](=[O:46])[C:42]=4[NH:47][CH2:48][CH2:49][O:50][CH2:51][CH2:52][O:53][CH2:54][CH2:55][O:56][CH2:57][CH2:58][O:59][CH2:60][CH2:61][O:62][CH2:63][CH2:64][O:65][CH2:66][CH2:67][O:68][CH2:69][CH2:70][O:71][CH2:72][CH2:73][O:74][CH2:75][CH2:76][O:77][CH2:78][CH2:79][O:80][CH2:81][CH2:82][NH2:83])=[O:20])=[CH:95][CH:96]=3)[N:8]=2)[N:3]=1. The catalyst class is: 55. (3) Reactant: [Cl:1][C:2]1[C:11]([F:12])=[CH:10][C:9]([NH2:13])=[C:8]2[C:3]=1[CH:4]=[CH:5][CH:6]=[N:7]2.[C:14]1([S:20](Cl)(=[O:22])=[O:21])[CH:19]=[CH:18][CH:17]=[CH:16][CH:15]=1. Product: [Cl:1][C:2]1[C:11]([F:12])=[CH:10][C:9]([NH:13][S:20]([C:14]2[CH:19]=[CH:18][CH:17]=[CH:16][CH:15]=2)(=[O:22])=[O:21])=[C:8]2[C:3]=1[CH:4]=[CH:5][CH:6]=[N:7]2. The catalyst class is: 142. (4) Reactant: [OH-].[Na+].[NH:3]([C:56]([O:58][C:59]([CH3:62])([CH3:61])[CH3:60])=[O:57])[C@H:4]([C:9]([NH:11][C@H:12]([C:17]([NH:19][C@H:20]([C:36]([NH:38][C@H:39]([C:44]([NH:46][C@H:47]([C:52]([O:54]C)=[O:53])[CH2:48][CH:49]([CH3:51])[CH3:50])=[O:45])[CH2:40][CH:41]([CH3:43])[CH3:42])=[O:37])[CH2:21][CH2:22][CH2:23][CH2:24][NH:25][C:26]([O:28][CH2:29][C:30]1[CH:35]=[CH:34][CH:33]=[CH:32][CH:31]=1)=[O:27])=[O:18])[CH2:13][CH:14]([CH3:16])[CH3:15])=[O:10])[CH2:5][CH:6]([CH3:8])[CH3:7].C1COCC1.C(O)=O. Product: [NH:3]([C:56]([O:58][C:59]([CH3:62])([CH3:61])[CH3:60])=[O:57])[C@H:4]([C:9]([NH:11][C@H:12]([C:17]([NH:19][C@H:20]([C:36]([NH:38][C@H:39]([C:44]([NH:46][C@H:47]([C:52]([OH:54])=[O:53])[CH2:48][CH:49]([CH3:50])[CH3:51])=[O:45])[CH2:40][CH:41]([CH3:42])[CH3:43])=[O:37])[CH2:21][CH2:22][CH2:23][CH2:24][NH:25][C:26]([O:28][CH2:29][C:30]1[CH:35]=[CH:34][CH:33]=[CH:32][CH:31]=1)=[O:27])=[O:18])[CH2:13][CH:14]([CH3:16])[CH3:15])=[O:10])[CH2:5][CH:6]([CH3:8])[CH3:7]. The catalyst class is: 69. (5) Reactant: [Br:1][C:2]1[CH:7]=[CH:6][C:5]([N:8]2[CH2:13][CH2:12][CH:11]([OH:14])[CH2:10][CH2:9]2)=[CH:4][CH:3]=1.[OH-].[Na+].Br[CH2:18][C:19]([O:21][C:22]([CH3:25])([CH3:24])[CH3:23])=[O:20]. Product: [Br:1][C:2]1[CH:7]=[CH:6][C:5]([N:8]2[CH2:9][CH2:10][CH:11]([O:14][CH2:18][C:19]([O:21][C:22]([CH3:25])([CH3:24])[CH3:23])=[O:20])[CH2:12][CH2:13]2)=[CH:4][CH:3]=1. The catalyst class is: 596. (6) The catalyst class is: 44. Product: [Cl:47][C:42]1[CH:43]=[CH:44][CH:45]=[CH:46][C:41]=1[C@H:39]([O:38][C:31]1[CH:30]=[C:29]([N:26]2[C:25]3[CH:48]=[CH:49][C:22]([C:9]4[CH:13]=[N:12][NH:11][CH:10]=4)=[CH:23][C:24]=3[N:28]=[CH:27]2)[S:33][C:32]=1[C:34]([O:36][CH3:37])=[O:35])[CH3:40]. Reactant: CC1(C)C(C)(C)OB([C:9]2[CH:10]=[N:11][NH:12][CH:13]=2)O1.C(=O)([O-])[O-].[Na+].[Na+].Br[C:22]1[CH:49]=[CH:48][C:25]2[N:26]([C:29]3[S:33][C:32]([C:34]([O:36][CH3:37])=[O:35])=[C:31]([O:38][C@@H:39]([C:41]4[CH:46]=[CH:45][CH:44]=[CH:43][C:42]=4[Cl:47])[CH3:40])[CH:30]=3)[CH:27]=[N:28][C:24]=2[CH:23]=1. (7) Reactant: [NH2:1][C:2]1[CH:3]=[C:4]([CH:19]=[CH:20][C:21]=1[NH2:22])[O:5][CH2:6][CH2:7][CH2:8][N:9]1[CH2:18][CH2:17][C:16]2[C:11](=[CH:12][CH:13]=[CH:14][CH:15]=2)[CH2:10]1.C1N=CN([C:28](N2C=NC=C2)=[O:29])C=1. Product: [O:29]=[C:28]1[N:22]=[C:21]2[CH:20]=[CH:19][C:4]([O:5][CH2:6][CH2:7][CH2:8][N:9]3[CH2:18][CH2:17][C:16]4[C:11](=[CH:12][CH:13]=[CH:14][CH:15]=4)[CH2:10]3)=[CH:3][C:2]2=[N:1]1. The catalyst class is: 11. (8) Reactant: C([O:5][C:6](=[O:36])[CH2:7][N:8]1[C:16]2[C:11](=[CH:12][CH:13]=[CH:14][CH:15]=2)[C:10]([CH:17]2[C:25]3[C:20](=[CH:21][CH:22]=[CH:23][CH:24]=3)[C:19](=[O:26])[N:18]2[CH2:27][C:28]2[C:29]([CH3:34])=[N:30][O:31][C:32]=2[CH3:33])=[C:9]1[CH3:35])(C)(C)C.[OH-].[Na+].Cl. Product: [CH3:34][C:29]1[C:28]([CH2:27][N:18]2[C:19](=[O:26])[C:20]3[C:25](=[CH:24][CH:23]=[CH:22][CH:21]=3)[CH:17]2[C:10]2[C:11]3[C:16](=[CH:15][CH:14]=[CH:13][CH:12]=3)[N:8]([CH2:7][C:6]([OH:36])=[O:5])[C:9]=2[CH3:35])=[C:32]([CH3:33])[O:31][N:30]=1. The catalyst class is: 14. (9) Reactant: [CH2:1]([NH:8][CH:9]([CH3:15])[C:10]([O:12][CH2:13][CH3:14])=[O:11])[C:2]1[CH:7]=[CH:6][CH:5]=[CH:4][CH:3]=1.[CH3:16][O:17][C:18](=[O:23])[CH2:19][CH2:20][CH:21]=O.[BH-](OC(C)=O)(OC(C)=O)OC(C)=O.[Na+]. Product: [CH2:1]([N:8]([CH:9]([CH3:15])[C:10]([O:12][CH2:13][CH3:14])=[O:11])[CH2:21][CH2:20][CH2:19][C:18]([O:17][CH3:16])=[O:23])[C:2]1[CH:7]=[CH:6][CH:5]=[CH:4][CH:3]=1. The catalyst class is: 26. (10) Reactant: [CH3:1][O:2][C:3]1[N:4]=[C:5]2[C:10](=[CH:11][CH:12]=1)[N:9]=[CH:8][CH:7]=[C:6]2[NH:13][C:14]([CH:16]1[CH2:21][CH2:20][NH:19][CH2:18][CH2:17]1)=[O:15].[C:22]([O:25][BH-](O[C:32](=[O:34])[CH3:33])OC(=O)C)(=[O:24])C.[Na+].[CH3:36][OH:37].C(O[CH2:42][CH3:43])(=O)C. Product: [C:22]([OH:25])(=[O:24])[C:36]([OH:2])=[O:37].[CH3:1][O:2][C:3]1[N:4]=[C:5]2[C:10](=[CH:11][CH:12]=1)[N:9]=[CH:8][CH:7]=[C:6]2[NH:13][C:14]([CH:16]1[CH2:21][CH2:20][N:19]([CH2:16][CH2:14][N:13]2[CH2:6][CH2:5][CH2:10][C:11]3[CH:12]=[CH:3][CH:42]=[CH:43][C:33]=3[C:32]2=[O:34])[CH2:18][CH2:17]1)=[O:15]. The catalyst class is: 147.